Dataset: TCR-epitope binding with 47,182 pairs between 192 epitopes and 23,139 TCRs. Task: Binary Classification. Given a T-cell receptor sequence (or CDR3 region) and an epitope sequence, predict whether binding occurs between them. (1) The epitope is TLIGDCATV. The TCR CDR3 sequence is CASSLPLGSYNEQFF. Result: 1 (the TCR binds to the epitope). (2) The epitope is GLCTLVAML. The TCR CDR3 sequence is CASSPGAGTRDEQFF. Result: 0 (the TCR does not bind to the epitope). (3) The epitope is PKYVKQNTLKLAT. The TCR CDR3 sequence is CASSLDRTSGTNEQFF. Result: 1 (the TCR binds to the epitope). (4) The TCR CDR3 sequence is CASTRTFLNTEAFF. The epitope is FPPTSFGPL. Result: 0 (the TCR does not bind to the epitope). (5) The epitope is SQASSRSSSR. The TCR CDR3 sequence is CASSLGPDEQYF. Result: 0 (the TCR does not bind to the epitope). (6) The epitope is TPRVTGGGAM. The TCR CDR3 sequence is CASSSHDKQGARSPLHF. Result: 1 (the TCR binds to the epitope). (7) The epitope is PROT_97E67BCC. The TCR CDR3 sequence is CASSVLRGRNEPFF. Result: 1 (the TCR binds to the epitope). (8) The epitope is IQYIDIGNY. The TCR CDR3 sequence is CASSQERTGKQETQYF. Result: 0 (the TCR does not bind to the epitope).